Task: Predict the product of the given reaction.. Dataset: Forward reaction prediction with 1.9M reactions from USPTO patents (1976-2016) (1) The product is: [CH2:1]([O:8][C:9]1[CH:14]=[CH:13][N:12]([CH2:15][C:16]([C:18]2[CH:23]=[CH:22][C:21]([CH2:24][N:32]3[CH2:33][CH2:34][C:29]([OH:28])([CH3:35])[CH2:30][CH2:31]3)=[C:20]([F:26])[CH:19]=2)=[O:17])[C:11](=[O:27])[CH:10]=1)[C:2]1[CH:7]=[CH:6][CH:5]=[CH:4][CH:3]=1. Given the reactants [CH2:1]([O:8][C:9]1[CH:14]=[CH:13][N:12]([CH2:15][C:16]([C:18]2[CH:23]=[CH:22][C:21]([CH2:24]Br)=[C:20]([F:26])[CH:19]=2)=[O:17])[C:11](=[O:27])[CH:10]=1)[C:2]1[CH:7]=[CH:6][CH:5]=[CH:4][CH:3]=1.[OH:28][C:29]1([CH3:35])[CH2:34][CH2:33][NH:32][CH2:31][CH2:30]1, predict the reaction product. (2) Given the reactants Cl.Cl.[NH2:3][CH2:4][CH2:5][CH2:6][CH2:7][CH2:8][CH2:9][CH2:10][CH2:11][CH2:12][N:13]1[CH2:18][CH2:17][CH:16]([O:19][C:20](=[O:34])[NH:21][C:22]2[CH:27]=[CH:26][CH:25]=[CH:24][C:23]=2[C:28]2[CH:33]=[CH:32][CH:31]=[CH:30][CH:29]=2)[CH2:15][CH2:14]1.[F:35][C:36]1[C:37]([OH:45])=[C:38]([CH:42]=[CH:43][CH:44]=1)[C:39](O)=[O:40], predict the reaction product. The product is: [F:35][C:36]1[C:37]([OH:45])=[C:38]([CH:42]=[CH:43][CH:44]=1)[C:39]([NH:3][CH2:4][CH2:5][CH2:6][CH2:7][CH2:8][CH2:9][CH2:10][CH2:11][CH2:12][N:13]1[CH2:18][CH2:17][CH:16]([O:19][C:20](=[O:34])[NH:21][C:22]2[CH:27]=[CH:26][CH:25]=[CH:24][C:23]=2[C:28]2[CH:33]=[CH:32][CH:31]=[CH:30][CH:29]=2)[CH2:15][CH2:14]1)=[O:40]. (3) Given the reactants N[C:2]1[CH:11]=[CH:10][CH:9]=[C:8]2[C:3]=1[CH:4]=[CH:5][CH:6]=[N:7]2.N([O-])=O.[Na+].[I-:16].[K+].S([O-])([O-])(=O)=S.[Na+].[Na+], predict the reaction product. The product is: [I:16][C:2]1[CH:11]=[CH:10][CH:9]=[C:8]2[C:3]=1[CH:4]=[CH:5][CH:6]=[N:7]2. (4) Given the reactants [Cl:1][C:2]1[CH:7]=[CH:6][CH:5]=[C:4]([F:8])[C:3]=1[CH2:9][N:10]([CH2:13][C:14]1[CH:19]=[CH:18][C:17]([CH2:20][N:21]2[CH2:26][CH2:25][N:24]([C:27]3[C:32]([CH2:33][OH:34])=[CH:31][CH:30]=[CH:29][N:28]=3)[CH2:23][CH2:22]2)=[CH:16][CH:15]=1)[CH2:11][CH3:12].C(N(CC)CC)C.[CH:42]1([C:45](Cl)=[O:46])[CH2:44][CH2:43]1.CO, predict the reaction product. The product is: [CH:42]1([C:45]([O:34][CH2:33][C:32]2[C:27]([N:24]3[CH2:23][CH2:22][N:21]([CH2:20][C:17]4[CH:16]=[CH:15][C:14]([CH2:13][N:10]([CH2:9][C:3]5[C:4]([F:8])=[CH:5][CH:6]=[CH:7][C:2]=5[Cl:1])[CH2:11][CH3:12])=[CH:19][CH:18]=4)[CH2:26][CH2:25]3)=[N:28][CH:29]=[CH:30][CH:31]=2)=[O:46])[CH2:44][CH2:43]1. (5) Given the reactants [CH2:1]([NH:8][CH2:9][CH2:10][CH:11]1[O:15][CH2:14][CH2:13][O:12]1)[C:2]1[CH:7]=[CH:6][CH:5]=[CH:4][CH:3]=1.[Cl:16][CH2:17][C:18]1[CH:19]=[C:20]([CH:24]=[CH:25][CH:26]=1)[C:21](Cl)=[O:22], predict the reaction product. The product is: [O:12]1[CH2:13][CH2:14][O:15][CH:11]1[CH2:10][CH2:9][N:8]([CH2:1][C:2]1[CH:7]=[CH:6][CH:5]=[CH:4][CH:3]=1)[C:21](=[O:22])[C:20]1[CH:24]=[CH:25][CH:26]=[C:18]([CH2:17][Cl:16])[CH:19]=1.